This data is from Catalyst prediction with 721,799 reactions and 888 catalyst types from USPTO. The task is: Predict which catalyst facilitates the given reaction. (1) Reactant: [H-].[Na+].[CH2:3]([OH:6])[CH2:4][OH:5].[Br:7][C:8]1[CH:9]=[C:10]2[C:15](=[CH:16][CH:17]=1)[N:14]=[CH:13][CH:12]=[C:11]2Cl. Product: [Br:7][C:8]1[CH:9]=[C:10]2[C:15](=[CH:16][CH:17]=1)[N:14]=[CH:13][CH:12]=[C:11]2[O:5][CH2:4][CH2:3][OH:6]. The catalyst class is: 9. (2) Reactant: [Cl:1][C:2]1[CH:7]=[CH:6][C:5]([OH:8])=[CH:4][N:3]=1.[CH3:9][N:10]([C:12]1[CH:13]=[C:14](B(O)O)[CH:15]=[CH:16][CH:17]=1)[CH3:11].C(N(CC)CC)C. Product: [Cl:1][C:2]1[N:3]=[CH:4][C:5]([O:8][C:16]2[CH:17]=[C:12]([N:10]([CH3:11])[CH3:9])[CH:13]=[CH:14][CH:15]=2)=[CH:6][CH:7]=1. The catalyst class is: 221. (3) Reactant: [C:1]([C:3]1[CH:4]=[C:5]([C:13]2[O:17][N:16]=[C:15]([C:18]3[CH:19]=[C:20]4[C:24](=[CH:25][CH:26]=3)[N:23]([CH2:27][CH2:28][C:29]([O:31]CC)=[O:30])[CH:22]=[CH:21]4)[N:14]=2)[CH:6]=[CH:7][C:8]=1[O:9][CH:10]([CH3:12])[CH3:11])#[N:2].[OH-].[Na+:35]. Product: [C:1]([C:3]1[CH:4]=[C:5]([C:13]2[O:17][N:16]=[C:15]([C:18]3[CH:19]=[C:20]4[C:24](=[CH:25][CH:26]=3)[N:23]([CH2:27][CH2:28][C:29]([O-:31])=[O:30])[CH:22]=[CH:21]4)[N:14]=2)[CH:6]=[CH:7][C:8]=1[O:9][CH:10]([CH3:12])[CH3:11])#[N:2].[Na+:35]. The catalyst class is: 8. (4) Product: [NH2:1][C:4]1[CH:5]=[C:6]([NH:10]/[C:11](=[C:18]2\[C:19](=[O:27])[NH:20][C:21]3[C:26]\2=[CH:25][CH:24]=[CH:23][CH:22]=3)/[C:12]2[CH:17]=[CH:16][CH:15]=[CH:14][CH:13]=2)[CH:7]=[CH:8][CH:9]=1. The catalyst class is: 123. Reactant: [N+:1]([C:4]1[CH:5]=[C:6]([NH:10]/[C:11](=[C:18]2\[C:19](=[O:27])[NH:20][C:21]3[C:26]\2=[CH:25][CH:24]=[CH:23][CH:22]=3)/[C:12]2[CH:17]=[CH:16][CH:15]=[CH:14][CH:13]=2)[CH:7]=[CH:8][CH:9]=1)([O-])=O.[H][H]. (5) Reactant: [O:1]=[CH:2][CH2:3][CH2:4][CH2:5][CH2:6][CH2:7][CH2:8][CH2:9][C:10]([O:12][CH3:13])=[O:11].[CH:14]([Mg]Br)=[CH2:15].[Cl-].[NH4+]. Product: [OH:1][CH:2]([CH:14]=[CH2:15])[CH2:3][CH2:4][CH2:5][CH2:6][CH2:7][CH2:8][CH2:9][C:10]([O:12][CH3:13])=[O:11]. The catalyst class is: 1.